This data is from Reaction yield outcomes from USPTO patents with 853,638 reactions. The task is: Predict the reaction yield, written as a fraction of the theoretical maximum amount of product (1.0 means a 100% yield; for example, 0.34 means a 34% yield). (1) The reactants are [C:1](Cl)(Cl)=[O:2].[N:5]1[CH:10]=[CH:9]C=[CH:7][CH:6]=1.[CH3:11][C:12]1[N:17]=[C:16]([NH2:18])[CH:15]=[CH:14][C:13]=1[O:19][C:20]1[CH:25]=[CH:24][N:23]=[C:22]([C:26]2[CH:31]=[CH:30][C:29]([N:32]3[CH2:37][CH2:36][N:35]([CH3:38])[CH2:34][CH2:33]3)=[CH:28][CH:27]=2)[CH:21]=1.CC[N:41]([CH:45](C)C)C(C)C.[OH-:48].[Na+]. The catalyst is C(Cl)Cl. The product is [CH2:6]([N:5]1[CH2:10][CH2:9][N:41]([C:45]([NH:18][C:16]2[CH:15]=[CH:14][C:13]([O:19][C:20]3[CH:25]=[CH:24][N:23]=[C:22]([C:26]4[CH:27]=[CH:28][C:29]([N:32]5[CH2:33][CH2:34][N:35]([CH3:38])[CH2:36][CH2:37]5)=[CH:30][CH:31]=4)[CH:21]=3)=[C:12]([CH3:11])[N:17]=2)=[O:48])[C:1]1=[O:2])[CH3:7]. The yield is 0.390. (2) The reactants are C1O[C:4]2([CH:13]([C:14]3[CH:19]=[CH:18][C:17]([C:20]([F:23])([F:22])[F:21])=[CH:16][CH:15]=3)[CH2:12][C:11]3[C:6](=CC=C[CH:10]=3)[CH:5]2OCC2C=CC=CC=2)OC1.O.[C:34]1([CH3:44])[C:35](S(O)(=O)=O)=C[CH:37]=[CH:38][CH:39]=1.[C:45](=[O:48])(O)[O-].[Na+].[CH3:50][C:51]([CH3:53])=[O:52]. The catalyst is O. The product is [F:23][C:20]([F:22])([F:21])[C:17]1[CH:16]=[CH:15][C:14]([C:13]2[CH:12]=[C:11]([CH:6]=[CH:5][CH:4]=2)[CH2:10][O:52][C:51]2[CH:53]=[C:39]3[C:34](=[CH:35][CH:50]=2)[CH2:44][C:45](=[O:48])[CH2:37][CH2:38]3)=[CH:19][CH:18]=1. The yield is 0.880. (3) The reactants are [NH2:1][C:2]1[N:11]=[C:10]([O:12][CH2:13][CH3:14])[C:9]2[C:4](=[N:5][CH:6]=[CH:7][N:8]=2)[N:3]=1.[OH:15]O. The catalyst is FC(F)(F)C(O)=O. The product is [NH2:1][C:2]1[N:11]=[C:10]([O:12][CH2:13][CH3:14])[C:9]2[C:4](=[N+:5]([O-:15])[CH:6]=[CH:7][N:8]=2)[N:3]=1. The yield is 0.320. (4) The reactants are [Cl-].O[NH3+:3].[C:4](=[O:7])([O-])[OH:5].[Na+].CS(C)=O.[CH2:13]([C:15]1[N:16]=[C:17]([CH2:42][CH2:43][CH3:44])[N:18]([CH2:27][C:28]2[CH:33]=[CH:32][C:31]([C:34]3[C:35]([C:40]#[N:41])=[CH:36][CH:37]=[CH:38][CH:39]=3)=[CH:30][CH:29]=2)[C:19](=[O:26])[C:20]=1[CH:21]([OH:25])[CH:22]([CH3:24])[CH3:23])[CH3:14]. The catalyst is C(OCC)(=O)C. The product is [CH2:13]([C:15]1[N:16]=[C:17]([CH2:42][CH2:43][CH3:44])[N:18]([CH2:27][C:28]2[CH:29]=[CH:30][C:31]([C:34]3[CH:39]=[CH:38][CH:37]=[CH:36][C:35]=3[C:40]3[NH:3][C:4](=[O:7])[O:5][N:41]=3)=[CH:32][CH:33]=2)[C:19](=[O:26])[C:20]=1[CH:21]([OH:25])[CH:22]([CH3:23])[CH3:24])[CH3:14]. The yield is 0.290. (5) The reactants are [CH2:1]([O:8][C:9]1[CH:18]=[C:17]2[C:12]([C:13]([O:19][C:20]3[CH:25]=[CH:24][C:23]([NH2:26])=[C:22]([F:27])[CH:21]=3)=[CH:14][CH:15]=[N:16]2)=[CH:11][C:10]=1[C:28]#[N:29])[C:2]1[CH:7]=[CH:6][CH:5]=[CH:4][CH:3]=1.[C:30](Cl)(=[O:38])[O:31][C:32]1[CH:37]=[CH:36][CH:35]=[CH:34][CH:33]=1.O.C1(C)C=CC=CC=1. The catalyst is CN(C)C=O.N1C=CC=CC=1. The product is [C:28]([C:10]1[CH:11]=[C:12]2[C:17](=[CH:18][C:9]=1[O:8][CH2:1][C:2]1[CH:7]=[CH:6][CH:5]=[CH:4][CH:3]=1)[N:16]=[CH:15][CH:14]=[C:13]2[O:19][C:20]1[CH:25]=[CH:24][C:23]([NH:26][C:30](=[O:38])[O:31][C:32]2[CH:37]=[CH:36][CH:35]=[CH:34][CH:33]=2)=[C:22]([F:27])[CH:21]=1)#[N:29]. The yield is 0.560.